Dataset: Forward reaction prediction with 1.9M reactions from USPTO patents (1976-2016). Task: Predict the product of the given reaction. (1) Given the reactants [CH3:1][C:2]1([CH3:30])[C:11]2[C:6](=[CH:7][CH:8]=[C:9]([CH:12]([CH2:25][CH2:26][CH2:27][CH2:28][CH3:29])[CH2:13][O:14][C:15]3[CH:24]=[CH:23][C:18]([C:19]([O:21]C)=[O:20])=[CH:17][CH:16]=3)[CH:10]=2)[S:5][CH2:4][CH2:3]1.O.[OH-].[Li+], predict the reaction product. The product is: [CH3:1][C:2]1([CH3:30])[C:11]2[C:6](=[CH:7][CH:8]=[C:9]([CH:12]([CH2:25][CH2:26][CH2:27][CH2:28][CH3:29])[CH2:13][O:14][C:15]3[CH:16]=[CH:17][C:18]([C:19]([OH:21])=[O:20])=[CH:23][CH:24]=3)[CH:10]=2)[S:5][CH2:4][CH2:3]1. (2) Given the reactants [Cl:1][C:2]1[CH:7]=[C:6]([Cl:8])[CH:5]=[CH:4][C:3]=1[C:9]1[C:30](=[O:31])[N:29]([CH3:32])[C:12]2[N:13]([CH3:28])[C:14]3[C:19]([C:11]=2[CH:10]=1)=[CH:18][C:17]([C:20]1[CH:24]=[CH:23][N:22]([CH2:25][CH2:26][OH:27])[N:21]=1)=[CH:16][CH:15]=3.Br[CH2:34][CH:35]1[CH2:37][CH2:36]1, predict the reaction product. The product is: [CH:35]1([CH2:34][O:27][CH2:26][CH2:25][N:22]2[CH:23]=[CH:24][C:20]([C:17]3[CH:18]=[C:19]4[C:14](=[CH:15][CH:16]=3)[N:13]([CH3:28])[C:12]3[N:29]([CH3:32])[C:30](=[O:31])[C:9]([C:3]5[CH:4]=[CH:5][C:6]([Cl:8])=[CH:7][C:2]=5[Cl:1])=[CH:10][C:11]4=3)=[N:21]2)[CH2:37][CH2:36]1. (3) Given the reactants [CH:1]([O:4][CH2:5][CH2:6][NH:7][S:8]([C:11]1[C:16]([Cl:17])=[CH:15][CH:14]=[C:13]([N+:18]([O-:20])=[O:19])[C:12]=1Cl)(=[O:10])=[O:9])([CH3:3])[CH3:2].[H-].[Na+].[OH2:24], predict the reaction product. The product is: [CH:1]([O:4][CH2:5][CH2:6][NH:7][S:8]([C:11]1[C:16]([Cl:17])=[CH:15][CH:14]=[C:13]([N+:18]([O-:20])=[O:19])[C:12]=1[OH:24])(=[O:10])=[O:9])([CH3:3])[CH3:2]. (4) Given the reactants [H-].[Na+].[CH:3]1([OH:7])[CH2:6][CH2:5][CH2:4]1.Cl[C:9]1[CH:14]=[C:13]([O:15][CH3:16])[N:12]=[C:11]([NH2:17])[N:10]=1.O, predict the reaction product. The product is: [CH:3]1([O:7][C:9]2[CH:14]=[C:13]([O:15][CH3:16])[N:12]=[C:11]([NH2:17])[N:10]=2)[CH2:6][CH2:5][CH2:4]1. (5) Given the reactants [Br:1][C:2]1[CH:3]=[C:4]2[C:8](=[CH:9][C:10]=1[O:11][CH2:12][C:13]([CH3:15])=[CH2:14])[N:7]([CH3:16])[C:6]([C:17](OCC)=[O:18])=[CH:5]2.CC(C[AlH]CC(C)C)C, predict the reaction product. The product is: [Br:1][C:2]1[CH:3]=[C:4]2[C:8](=[CH:9][C:10]=1[O:11][CH2:12][C:13]([CH3:15])=[CH2:14])[N:7]([CH3:16])[C:6]([CH2:17][OH:18])=[CH:5]2. (6) Given the reactants [CH2:1]([O:3][C:4]([C:6]1[S:10][C:9]2[CH:11]=[C:12]([CH:15]([C:17]([OH:19])=O)[F:16])[CH:13]=[CH:14][C:8]=2[CH:7]=1)=[O:5])[CH3:2].C(Cl)(=O)C(Cl)=O.[NH4+:26].[OH-], predict the reaction product. The product is: [CH2:1]([O:3][C:4]([C:6]1[S:10][C:9]2[CH:11]=[C:12]([CH:15]([C:17](=[O:19])[NH2:26])[F:16])[CH:13]=[CH:14][C:8]=2[CH:7]=1)=[O:5])[CH3:2]. (7) The product is: [CH2:13]([NH:20][C:4]1[C:5]2[N:6]([CH:8]=[CH:9][C:10]=2[Cl:11])[N:7]=[C:2]([Cl:1])[CH:3]=1)[C:14]1[CH:19]=[CH:18][CH:17]=[CH:16][CH:15]=1. Given the reactants [Cl:1][C:2]1[CH:3]=[C:4](Cl)[C:5]2[N:6]([CH:8]=[CH:9][C:10]=2[Cl:11])[N:7]=1.[CH2:13]([NH2:20])[C:14]1[CH:19]=[CH:18][CH:17]=[CH:16][CH:15]=1, predict the reaction product.